This data is from Full USPTO retrosynthesis dataset with 1.9M reactions from patents (1976-2016). The task is: Predict the reactants needed to synthesize the given product. (1) Given the product [CH:2]([C:6]1[S:10][C:9]([CH2:11][CH2:12][C:13]2[N:14]=[C:15]([NH:18][C:19](=[O:21])[CH3:20])[S:16][CH:17]=2)=[CH:8][C:7]=1[CH3:22])=[O:1], predict the reactants needed to synthesize it. The reactants are: [O:1]1CCO[CH:2]1[C:6]1[S:10][C:9]([CH:11]=[CH:12][C:13]2[N:14]=[C:15]([NH:18][C:19](=[O:21])[CH3:20])[S:16][CH:17]=2)=[CH:8][C:7]=1[CH3:22]. (2) The reactants are: [C:1](N1C=CN=C1)(N1C=CN=C1)=O.[S:13]1[C:17]2[CH:18]=[CH:19][C:20]([CH:22]([N:33]3[C@H:38]([CH2:39][CH:40]([CH3:42])[CH3:41])[C:37](=[O:43])[NH:36][C@H:35]([CH:44]4[CH2:52][C:51]5[C:46](=[CH:47][CH:48]=[CH:49][CH:50]=5)[CH2:45]4)[C:34]3=[O:53])[C:23]([NH:25][C:26]3C=CC=CC=3O)=[O:24])=[CH:21][C:16]=2[CH:15]=[CH:14]1.CNC.O1CCCC1. Given the product [S:13]1[C:17]2[CH:18]=[CH:19][C:20]([C@@H:22]([N:33]3[C@H:38]([CH2:39][CH:40]([CH3:41])[CH3:42])[C:37](=[O:43])[NH:36][C@H:35]([CH:44]4[CH2:52][C:51]5[C:46](=[CH:47][CH:48]=[CH:49][CH:50]=5)[CH2:45]4)[C:34]3=[O:53])[C:23]([N:25]([CH3:26])[CH3:1])=[O:24])=[CH:21][C:16]=2[CH:15]=[CH:14]1, predict the reactants needed to synthesize it. (3) Given the product [CH2:35]([O:30][C:29]([CH:26]1[CH2:25][CH2:24][N:23]([CH2:22][CH2:21][O:20][C:19]2[CH:32]=[CH:33][C:16]([NH:15][C:12]3[N:11]=[CH:10][C:9]([C:6]4[CH:5]=[CH:4][C:3]([O:2][CH3:1])=[CH:8][CH:7]=4)=[CH:14][N:13]=3)=[CH:17][CH:18]=2)[CH2:28][CH2:27]1)=[O:31])[CH3:36], predict the reactants needed to synthesize it. The reactants are: [CH3:1][O:2][C:3]1[CH:8]=[CH:7][C:6]([C:9]2[CH:10]=[N:11][C:12]([NH:15][C:16]3[CH:33]=[CH:32][C:19]([O:20][CH2:21][CH2:22][N:23]4[CH2:28][CH2:27][CH:26]([C:29]([OH:31])=[O:30])[CH2:25][CH2:24]4)=[CH:18][CH:17]=3)=[N:13][CH:14]=2)=[CH:5][CH:4]=1.Cl[CH2:35][CH2:36]OC1C=CC(NC2N=CC(C3C=CC(OC)=CC=3)=CN=2)=CC=1.[I-].[Na+].N1CCC(C(OCC)=O)CC1. (4) Given the product [CH3:1][C:2]1[C:29]([C:30]2[CH:31]=[N:32][C:33]([N:36]3[CH2:37][CH2:38][O:39][CH2:40][CH2:41]3)=[CH:34][CH:35]=2)=[C:28]([C:42]([F:45])([F:43])[F:44])[CH:27]=[CH:26][C:3]=1[CH2:4][NH:5][C:6]1[CH:19]=[CH:18][C:9]2[C@H:10]([CH2:13][C:14]([OH:16])=[O:15])[CH2:11][O:12][C:8]=2[CH:7]=1, predict the reactants needed to synthesize it. The reactants are: [CH3:1][C:2]1[C:29]([C:30]2[CH:31]=[N:32][C:33]([N:36]3[CH2:41][CH2:40][O:39][CH2:38][CH2:37]3)=[CH:34][CH:35]=2)=[C:28]([C:42]([F:45])([F:44])[F:43])[CH:27]=[CH:26][C:3]=1[CH2:4][N:5](C(=O)C(F)(F)F)[C:6]1[CH:19]=[CH:18][C:9]2[C@H:10]([CH2:13][C:14]([O:16]C)=[O:15])[CH2:11][O:12][C:8]=2[CH:7]=1.[OH-].[Na+]. (5) Given the product [CH3:28][C:22]1[CH:23]=[C:24]([C:26]#[N:27])[S:25][C:21]=1[C:2]1[CH:3]=[CH:4][C:5]2[NH:11][C:10](=[O:12])[CH2:9][O:8][C:7]([CH3:18])([C:13]3[S:14][CH:15]=[CH:16][CH:17]=3)[C:6]=2[CH:19]=1, predict the reactants needed to synthesize it. The reactants are: Br[C:2]1[CH:3]=[CH:4][C:5]2[NH:11][C:10](=[O:12])[CH2:9][O:8][C:7]([CH3:18])([C:13]3[S:14][CH:15]=[CH:16][CH:17]=3)[C:6]=2[CH:19]=1.Br[C:21]1[S:25][C:24]([C:26]#[N:27])=[CH:23][C:22]=1[CH3:28]. (6) The reactants are: Cl.[C:2]([CH2:4][NH:5][C:6]([C@@H:8]1[CH2:12][C@@H:11]([S:13]([C:16]2[CH:21]=[CH:20][CH:19]=[CH:18][C:17]=2[Cl:22])(=[O:15])=[O:14])[CH2:10][NH:9]1)=[O:7])#[N:3].[O:23]1[CH2:28][CH2:27][C:26](=O)[CH2:25][CH2:24]1. Given the product [C:2]([CH2:4][NH:5][C:6]([C@@H:8]1[CH2:12][C@@H:11]([S:13]([C:16]2[CH:21]=[CH:20][CH:19]=[CH:18][C:17]=2[Cl:22])(=[O:14])=[O:15])[CH2:10][N:9]1[CH:26]1[CH2:27][CH2:28][O:23][CH2:24][CH2:25]1)=[O:7])#[N:3], predict the reactants needed to synthesize it. (7) Given the product [CH2:10]([O:12][C:13]1[CH:14]=[C:15]([CH:24]=[CH:25][C:26]=1[O:27][CH3:28])[CH2:16][N:17]1[CH2:18][CH2:19][CH:20]([NH:23][C:2]2[CH:9]=[CH:8][C:5]([C:6]#[N:7])=[CH:4][CH:3]=2)[CH2:21][CH2:22]1)[CH3:11], predict the reactants needed to synthesize it. The reactants are: F[C:2]1[CH:9]=[CH:8][C:5]([C:6]#[N:7])=[CH:4][CH:3]=1.[CH2:10]([O:12][C:13]1[CH:14]=[C:15]([CH:24]=[CH:25][C:26]=1[O:27][CH3:28])[CH2:16][N:17]1[CH2:22][CH2:21][CH:20]([NH2:23])[CH2:19][CH2:18]1)[CH3:11]. (8) Given the product [CH2:18]([O:20][C:21]([C:23]1[CH:24]=[N:25][C:26]2[C:31]([C:32]=1[Cl:16])=[CH:30][N:29]=[C:28]([Cl:34])[CH:27]=2)=[O:22])[CH3:19], predict the reactants needed to synthesize it. The reactants are: C(OC(C1C=NC2C(C=1[Cl:16])=NC(F)=CC=2)=O)C.[CH2:18]([O:20][C:21]([C:23]1[CH:24]=[N:25][C:26]2[C:31]([C:32]=1O)=[CH:30][N:29]=[C:28]([Cl:34])[CH:27]=2)=[O:22])[CH3:19]. (9) Given the product [Cl:1][C:2]1[CH:3]=[C:4]([NH:10][C:11]2[CH:12]=[CH:13][C:14]([CH2:17][N:18]([CH2:26][CH2:27][O:28][CH3:29])[CH3:19])=[CH:15][N:16]=2)[C:5](=[O:9])[N:6]([CH3:8])[N:7]=1, predict the reactants needed to synthesize it. The reactants are: [Cl:1][C:2]1[CH:3]=[C:4]([NH:10][C:11]2[N:16]=[CH:15][C:14]([CH2:17][N:18]([CH2:26][CH2:27][O:28][CH3:29])[C:19](=O)OC(C)(C)C)=[CH:13][CH:12]=2)[C:5](=[O:9])[N:6]([CH3:8])[N:7]=1.O.